This data is from Peptide-MHC class I binding affinity with 185,985 pairs from IEDB/IMGT. The task is: Regression. Given a peptide amino acid sequence and an MHC pseudo amino acid sequence, predict their binding affinity value. This is MHC class I binding data. The peptide sequence is MSYYCKSHK. The binding affinity (normalized) is 0.596. The MHC is HLA-A11:01 with pseudo-sequence HLA-A11:01.